Dataset: Full USPTO retrosynthesis dataset with 1.9M reactions from patents (1976-2016). Task: Predict the reactants needed to synthesize the given product. The reactants are: Br[C:2]1[CH:3]=[C:4]([CH2:8][C:9]([O:11][CH3:12])=[O:10])[CH:5]=[CH:6][CH:7]=1.[CH2:13]=[CH2:14]. Given the product [CH:13]([C:2]1[CH:3]=[C:4]([CH2:8][C:9]([O:11][CH3:12])=[O:10])[CH:5]=[CH:6][CH:7]=1)=[CH2:14], predict the reactants needed to synthesize it.